Dataset: Reaction yield outcomes from USPTO patents with 853,638 reactions. Task: Predict the reaction yield, written as a fraction of the theoretical maximum amount of product (1.0 means a 100% yield; for example, 0.34 means a 34% yield). (1) The product is [CH:1]1([N:4]2[C:18](=[O:19])[CH2:17][C:16](=[O:21])[N:7]([C:8]3[CH:13]=[CH:12][C:11]([I:14])=[CH:10][C:9]=3[F:15])[C:5]2=[O:6])[CH2:2][CH2:3]1. The yield is 0.820. The catalyst is O.C1(C)C=CC=CC=1. The reactants are [CH:1]1([NH:4][C:5]([NH:7][C:8]2[CH:13]=[CH:12][C:11]([I:14])=[CH:10][C:9]=2[F:15])=[O:6])[CH2:3][CH2:2]1.[C:16](O)(=[O:21])[CH2:17][C:18](O)=[O:19].C(OC(=O)C)(=O)C.C(Cl)(=O)C. (2) The reactants are [N+:1]([C:4]1[CH:9]=[CH:8][C:7]([N:10]2[CH2:15][CH2:14][NH:13][CH2:12][CH2:11]2)=[CH:6][CH:5]=1)([O-:3])=[O:2].[CH3:16]I. No catalyst specified. The product is [N+:1]([C:4]1[CH:5]=[CH:6][C:7]([N:10]2[CH2:15][CH2:14][N:13]([CH3:16])[CH2:12][CH2:11]2)=[CH:8][CH:9]=1)([O-:3])=[O:2]. The yield is 0.300. (3) The reactants are [CH3:1][N:2]([CH3:9])[C:3]1[CH:8]=[CH:7][CH:6]=[CH:5][CH:4]=1.[F-].[CH2:24]([N+]([CH2:24][CH2:25][CH2:26][CH3:27])([CH2:24][CH2:25][CH2:26][CH3:27])[CH2:24][CH2:25][CH2:26][CH3:27])[CH2:25][CH2:26][CH3:27].[CH2:28]1COCC1. No catalyst specified. The product is [CH3:1][N:2]([C:9]1[CH:27]=[CH:26][CH:25]=[CH:24][CH:28]=1)[C:3]1[CH:8]=[CH:7][CH:6]=[CH:5][CH:4]=1. The yield is 0.730.